This data is from Forward reaction prediction with 1.9M reactions from USPTO patents (1976-2016). The task is: Predict the product of the given reaction. (1) Given the reactants [NH2:1][C:2]1[C:3]([F:23])=[C:4]([C:19]([F:22])=[CH:20][CH:21]=1)[C:5]([NH:7][C:8]1[CH:9]=[C:10]2[C:16]([O:17][CH3:18])=[N:15][NH:14][C:11]2=[N:12][CH:13]=1)=[O:6].[C:24]1([S:30](Cl)(=[O:32])=[O:31])[CH:29]=[CH:28][CH:27]=[CH:26][CH:25]=1, predict the reaction product. The product is: [F:23][C:3]1[C:2]([NH:1][S:30]([C:24]2[CH:29]=[CH:28][CH:27]=[CH:26][CH:25]=2)(=[O:32])=[O:31])=[CH:21][CH:20]=[C:19]([F:22])[C:4]=1[C:5]([NH:7][C:8]1[CH:9]=[C:10]2[C:16]([O:17][CH3:18])=[N:15][NH:14][C:11]2=[N:12][CH:13]=1)=[O:6]. (2) Given the reactants [CH3:1][C:2]1[C:6]([CH2:7][C:8]2[CH:13]=[CH:12][CH:11]=[C:10]([C:14]([F:17])([F:16])[F:15])[C:9]=2[CH3:18])=[C:5]([NH2:19])[NH:4][N:3]=1.O=[C:21]([C:25]1[CH:30]=[CH:29][N:28]=[CH:27][CH:26]=1)[CH2:22][C:23]#[N:24], predict the reaction product. The product is: [CH3:1][C:2]1[C:6]([CH2:7][C:8]2[CH:13]=[CH:12][CH:11]=[C:10]([C:14]([F:15])([F:17])[F:16])[C:9]=2[CH3:18])=[C:5]2[N:19]=[C:21]([C:25]3[CH:30]=[CH:29][N:28]=[CH:27][CH:26]=3)[CH:22]=[C:23]([NH2:24])[N:4]2[N:3]=1.